From a dataset of Full USPTO retrosynthesis dataset with 1.9M reactions from patents (1976-2016). Predict the reactants needed to synthesize the given product. (1) Given the product [ClH:12].[Cl:12][C:13]1[CH:18]=[C:17]([N:1]2[CH:5]=[CH:4][C:3]([C:6]3[CH:11]=[CH:10][CH:9]=[CH:8][N:7]=3)=[CH:2]2)[CH:16]=[C:15]([Cl:20])[CH:14]=1, predict the reactants needed to synthesize it. The reactants are: [NH:1]1[CH:5]=[CH:4][C:3]([C:6]2[CH:11]=[CH:10][CH:9]=[CH:8][N:7]=2)=[CH:2]1.[Cl:12][C:13]1[CH:18]=[C:17](I)[CH:16]=[C:15]([Cl:20])[CH:14]=1.N1C2C(=CC=C3C=2N=CC=C3)C=CC=1.P([O-])([O-])([O-])=O.[K+].[K+].[K+].Cl. (2) Given the product [CH2:1]([C:3]1[O:4][C:5]2[C:11]([CH2:12][O:13][C:14]3[CH:19]=[CH:18][C:17]([CH2:20][CH2:21][C:22]([OH:24])=[O:23])=[C:16]([CH3:27])[C:15]=3[CH3:28])=[CH:10][C:9]([F:29])=[CH:8][C:6]=2[CH:7]=1)[CH3:2], predict the reactants needed to synthesize it. The reactants are: [CH2:1]([C:3]1[O:4][C:5]2[C:11]([CH2:12][O:13][C:14]3[CH:19]=[CH:18][C:17]([CH2:20][CH2:21][C:22]([O:24]CC)=[O:23])=[C:16]([CH3:27])[C:15]=3[CH3:28])=[CH:10][C:9]([F:29])=[CH:8][C:6]=2[CH:7]=1)[CH3:2].O1CCCC1.[OH-].[Li+]. (3) Given the product [NH2:25][CH2:24][C:23]1[CH:26]=[CH:27][C:20]([CH2:19][N:18]2[C:17]3[CH:28]=[CH:29][CH:30]=[CH:31][C:16]=3[N:15]=[C:14]2[CH2:13][N:2]([CH3:1])[CH:3]2[C:12]3[N:11]=[CH:10][CH:9]=[CH:8][C:7]=3[CH2:6][CH2:5][CH2:4]2)=[CH:21][CH:22]=1, predict the reactants needed to synthesize it. The reactants are: [CH3:1][N:2]([CH2:13][C:14]1[N:18]([CH2:19][C:20]2[CH:27]=[CH:26][C:23]([C:24]#[N:25])=[CH:22][CH:21]=2)[C:17]2[CH:28]=[CH:29][CH:30]=[CH:31][C:16]=2[N:15]=1)[CH:3]1[C:12]2[N:11]=[CH:10][CH:9]=[CH:8][C:7]=2[CH2:6][CH2:5][CH2:4]1. (4) The reactants are: [Br:1][C:2]1[C:7](=[O:8])[NH:6][C:5]([C:9]([O:11]CC)=O)=[N:4][CH:3]=1.[NH3:14]. Given the product [Br:1][C:2]1[C:7](=[O:8])[NH:6][C:5]([C:9]([NH2:14])=[O:11])=[N:4][CH:3]=1, predict the reactants needed to synthesize it. (5) Given the product [Br:19][C:10]1[C:6]2[CH2:7][CH2:8][O:9][C:5]=2[C:4]([NH2:11])=[CH:3][C:2]=1[CH3:1], predict the reactants needed to synthesize it. The reactants are: [CH3:1][C:2]1[CH:3]=[C:4]([NH2:11])[C:5]2[O:9][CH2:8][CH2:7][C:6]=2[CH:10]=1.C1C(=O)N([Br:19])C(=O)C1. (6) Given the product [Cl:1][C:2]1[C:10]([C:11]2([C:14]#[N:15])[CH2:13][CH2:12]2)=[CH:9][CH:8]=[CH:7][C:3]=1[C:4]([NH:27][C:28]1[CH:51]=[CH:50][CH:49]=[C:30]([O:31][C:32]2[CH:46]=[CH:45][C:35]3[N:36]=[C:37]([NH:39][C:40]([CH:42]4[CH2:44][CH2:43]4)=[O:41])[S:38][C:34]=3[C:33]=2[C:47]#[N:48])[CH:29]=1)=[O:6], predict the reactants needed to synthesize it. The reactants are: [Cl:1][C:2]1[C:10]([C:11]2([C:14]#[N:15])[CH2:13][CH2:12]2)=[CH:9][CH:8]=[CH:7][C:3]=1[C:4]([OH:6])=O.C(Cl)(=O)C(Cl)=O.CN(C)C=O.[NH2:27][C:28]1[CH:29]=[C:30]([CH:49]=[CH:50][CH:51]=1)[O:31][C:32]1[CH:46]=[CH:45][C:35]2[N:36]=[C:37]([NH:39][C:40]([CH:42]3[CH2:44][CH2:43]3)=[O:41])[S:38][C:34]=2[C:33]=1[C:47]#[N:48]. (7) Given the product [CH3:12][O:11][C:7]1[CH:6]=[C:5]([C:13]2[CH:14]=[C:15]([CH:21]=[CH:22][N:23]=2)[C:16]([OH:18])=[O:17])[CH:4]=[C:3]([O:2][CH3:1])[C:8]=1[O:9][CH3:10], predict the reactants needed to synthesize it. The reactants are: [CH3:1][O:2][C:3]1[CH:4]=[C:5]([C:13]2[CH:14]=[C:15]([CH:21]=[CH:22][N:23]=2)[C:16]([O:18]CC)=[O:17])[CH:6]=[C:7]([O:11][CH3:12])[C:8]=1[O:9][CH3:10].[OH-].[K+].